This data is from Reaction yield outcomes from USPTO patents with 853,638 reactions. The task is: Predict the reaction yield, written as a fraction of the theoretical maximum amount of product (1.0 means a 100% yield; for example, 0.34 means a 34% yield). (1) The reactants are Cl[C:2]1[CH:11]=[CH:10][C:5]([C:6]([NH:8][CH3:9])=[O:7])=[C:4]([NH:12][CH2:13][CH3:14])[N:3]=1.[CH2:15]([NH:19][C:20](=[O:26])[O:21][C:22]([CH3:25])([CH3:24])[CH3:23])[CH2:16][C:17]#[CH:18].C(N(CC)CC)C. The catalyst is CN(C=O)C.Cl[Pd](Cl)([P](C1C=CC=CC=1)(C1C=CC=CC=1)C1C=CC=CC=1)[P](C1C=CC=CC=1)(C1C=CC=CC=1)C1C=CC=CC=1.[Cu]I. The product is [C:22]([O:21][C:20](=[O:26])[NH:19][CH2:15][CH2:16][C:17]#[C:18][C:2]1[CH:11]=[CH:10][C:5]([C:6](=[O:7])[NH:8][CH3:9])=[C:4]([NH:12][CH2:13][CH3:14])[N:3]=1)([CH3:25])([CH3:24])[CH3:23]. The yield is 0.450. (2) The reactants are [Cl:1][C:2]1[N:7]=[CH:6][N:5]=[C:4]([NH2:8])[CH:3]=1.[H-].[Na+].[Cl:11][C:12]1[CH:20]=[CH:19][CH:18]=[C:17]([Cl:21])[C:13]=1[C:14](Cl)=[O:15].CCOCC.CCCCCC. The catalyst is CN(C=O)C. The product is [Cl:1][C:2]1[N:7]=[CH:6][N:5]=[C:4]([NH:8][C:14](=[O:15])[C:13]2[C:12]([Cl:11])=[CH:20][CH:19]=[CH:18][C:17]=2[Cl:21])[CH:3]=1. The yield is 0.640. (3) The reactants are COC1C=CC(C[N:8](CC2C=CC(OC)=CC=2)[C:9]2[N:14]=C(C)[N:12]=[C:11]([C:16]3[C:17]([NH:24][C:25]4[CH:26]=[N:27][C:28]([O:32][CH3:33])=[C:29]([F:31])[CH:30]=4)=[N:18][CH:19]=[C:20]([CH:23]=3)[C:21]#[N:22])[N:10]=2)=CC=1.[CH2:45]([Mg]Br)[CH3:46].B(F)(F)F.[CH3:53][CH2:54]OCC.[C:58](O)([C:60](F)(F)F)=O.OS(C(F)(F)F)(=O)=O.[OH-].[Na+]. The catalyst is C1COCC1.C(O[Ti](OC(C)C)(OC(C)C)OC(C)C)(C)C. The product is [NH2:22][C:21]([C:20]1[CH:23]=[C:16]([C:11]2[N:12]=[C:45]([CH3:46])[N:14]=[C:9]([NH2:8])[N:10]=2)[C:17]([NH:24][C:25]2[CH:26]=[N:27][C:28]([O:32][CH3:33])=[C:29]([F:31])[CH:30]=2)=[N:18][CH:19]=1)([CH2:58][CH3:60])[CH2:53][CH3:54]. The yield is 0.126. (4) The reactants are Cl[C:2]1[N:7]=[C:6]([NH:8]C2C=CC3OC(=O)NC=3C=2)[C:5]([CH3:19])=[CH:4][N:3]=1.Cl.CS(C1C=C([NH2:31])C=CC=1)(=O)=O.C(O)(C(F)(F)F)=O. The catalyst is CC(O)C. The product is [CH3:19][C:5]1[C:6]([NH2:8])=[N:7][C:2]([NH2:31])=[N:3][CH:4]=1. The yield is 0.490. (5) The reactants are Br[C:2]1[C:3]([CH3:16])=[C:4]([O:13][CH2:14][CH3:15])[C:5]2[O:9][CH:8]([CH3:10])[CH2:7][C:6]=2[C:11]=1[CH3:12].[CH3:17][O:18][C:19]1[CH:24]=[CH:23][C:22]([N:25]2[CH2:30][CH2:29][NH:28][CH2:27][CH2:26]2)=[CH:21][CH:20]=1. No catalyst specified. The product is [CH2:14]([O:13][C:4]1[C:5]2[O:9][CH:8]([CH3:10])[CH2:7][C:6]=2[C:11]([CH3:12])=[C:2]([N:28]2[CH2:27][CH2:26][N:25]([C:22]3[CH:21]=[CH:20][C:19]([O:18][CH3:17])=[CH:24][CH:23]=3)[CH2:30][CH2:29]2)[C:3]=1[CH3:16])[CH3:15]. The yield is 0.480. (6) The reactants are Cl[C:2]1[C:3]([CH3:22])=[N:4][C:5]2[C:10]([N:11]=1)=[C:9]([C:12]1[NH:20][C:19]3[CH2:18][CH2:17][NH:16][C:15](=[O:21])[C:14]=3[CH:13]=1)[CH:8]=[CH:7][CH:6]=2.[CH3:23][N:24]1[CH:28]=[CH:27][N:26]=[C:25]1[Sn](CCCC)(CCCC)CCCC. The catalyst is C1(C)C=CC=CC=1.C1C=CC([P]([Pd]([P](C2C=CC=CC=2)(C2C=CC=CC=2)C2C=CC=CC=2)([P](C2C=CC=CC=2)(C2C=CC=CC=2)C2C=CC=CC=2)[P](C2C=CC=CC=2)(C2C=CC=CC=2)C2C=CC=CC=2)(C2C=CC=CC=2)C2C=CC=CC=2)=CC=1. The product is [CH3:22][C:3]1[C:2]([C:25]2[N:24]([CH3:23])[CH:28]=[CH:27][N:26]=2)=[N:11][C:10]2[C:5](=[CH:6][CH:7]=[CH:8][C:9]=2[C:12]2[NH:20][C:19]3[CH2:18][CH2:17][NH:16][C:15](=[O:21])[C:14]=3[CH:13]=2)[N:4]=1. The yield is 0.890.